Dataset: TCR-epitope binding with 47,182 pairs between 192 epitopes and 23,139 TCRs. Task: Binary Classification. Given a T-cell receptor sequence (or CDR3 region) and an epitope sequence, predict whether binding occurs between them. (1) The epitope is YLQPRTFLL. The TCR CDR3 sequence is CATQRTNTGELFF. Result: 1 (the TCR binds to the epitope). (2) The epitope is GTSGSPIINR. The TCR CDR3 sequence is CASSQDPGLAGNEQFF. Result: 1 (the TCR binds to the epitope). (3) The epitope is KMKDLSPRW. The TCR CDR3 sequence is CASSLDGNEKLFF. Result: 0 (the TCR does not bind to the epitope). (4) The epitope is GTSGSPIVNR. The TCR CDR3 sequence is CASSFRGSNTEAFF. Result: 0 (the TCR does not bind to the epitope).